From a dataset of Forward reaction prediction with 1.9M reactions from USPTO patents (1976-2016). Predict the product of the given reaction. (1) Given the reactants Cl.CN.[CH2:4]([N:6](CC)CC)C.[F:11][C:12]1[CH:20]=[CH:19][C:18]([I:21])=[CH:17][C:13]=1[C:14](Cl)=[O:15], predict the reaction product. The product is: [F:11][C:12]1[CH:20]=[CH:19][C:18]([I:21])=[CH:17][C:13]=1[C:14]([NH:6][CH3:4])=[O:15]. (2) Given the reactants [F:1][C:2]1[CH:17]=[C:16]([N+:18]([O-:20])=[O:19])[CH:15]=[CH:14][C:3]=1[O:4][C:5]1[CH:10]=[CH:9][N:8]=[C:7]2[NH:11]N=C[C:6]=12.[OH-].[K+].[I:23]I.IC.C[N:28]([CH:30]=O)[CH3:29], predict the reaction product. The product is: [F:1][C:2]1[CH:17]=[C:16]([N+:18]([O-:20])=[O:19])[CH:15]=[CH:14][C:3]=1[O:4][C:5]1[CH:10]=[CH:9][N:8]=[C:30]2[N:28]([CH3:29])[N:11]=[C:7]([I:23])[C:6]=12. (3) The product is: [C:1]([C:9]1[O:10][C:11]2[CH:30]=[CH:29][CH:28]=[CH:27][C:12]=2[C:13]=1[C:14]1[CH:19]=[CH:18][C:17]([C:20]2[CH:21]=[CH:22][C:23]([O:26][CH:34]([CH2:36][C:37]3[CH:42]=[CH:41][CH:40]=[CH:39][CH:38]=3)[C:33]([OH:43])=[O:32])=[CH:24][CH:25]=2)=[CH:16][CH:15]=1)(=[O:8])[C:2]1[CH:3]=[CH:4][CH:5]=[CH:6][CH:7]=1. Given the reactants [C:1]([C:9]1[O:10][C:11]2[CH:30]=[CH:29][CH:28]=[CH:27][C:12]=2[C:13]=1[C:14]1[CH:19]=[CH:18][C:17]([C:20]2[CH:25]=[CH:24][C:23]([OH:26])=[CH:22][CH:21]=2)=[CH:16][CH:15]=1)(=[O:8])[C:2]1[CH:7]=[CH:6][CH:5]=[CH:4][CH:3]=1.C[O:32][C:33](=[O:43])[CH:34]([CH2:36][C:37]1[CH:42]=[CH:41][CH:40]=[CH:39][CH:38]=1)O, predict the reaction product. (4) Given the reactants [Si:1]([O:8][CH2:9][CH2:10][C:11]1[C:12]([CH:18](Cl)[C:19]2[CH:23]=[C:22]([CH:24]3[O:28][CH2:27][CH2:26][O:25]3)[S:21][C:20]=2[Cl:29])=[N:13][C:14]([Cl:17])=[CH:15][CH:16]=1)([C:4]([CH3:7])([CH3:6])[CH3:5])([CH3:3])[CH3:2].[N-:31]=[N+:32]=[N-:33].[Na+], predict the reaction product. The product is: [N:31]([CH:18]([C:19]1[CH:23]=[C:22]([CH:24]2[O:28][CH2:27][CH2:26][O:25]2)[S:21][C:20]=1[Cl:29])[C:12]1[C:11]([CH2:10][CH2:9][O:8][Si:1]([C:4]([CH3:7])([CH3:6])[CH3:5])([CH3:3])[CH3:2])=[CH:16][CH:15]=[C:14]([Cl:17])[N:13]=1)=[N+:32]=[N-:33]. (5) Given the reactants C[O:2][C:3]1[CH:4]=[C:5]2[C:10](=[CH:11][CH:12]=1)[CH:9]([C:13]1[CH:18]=[CH:17][C:16]([O:19]C)=[CH:15][CH:14]=1)[N:8]([C:21]1[CH:26]=[CH:25][CH:24]=[CH:23][CH:22]=1)[CH2:7][CH2:6]2.B(Br)(Br)Br, predict the reaction product. The product is: [OH:19][C:16]1[CH:15]=[CH:14][C:13]([CH:9]2[C:10]3[C:5](=[CH:4][C:3]([OH:2])=[CH:12][CH:11]=3)[CH2:6][CH2:7][N:8]2[C:21]2[CH:22]=[CH:23][CH:24]=[CH:25][CH:26]=2)=[CH:18][CH:17]=1. (6) The product is: [F:1][C:2]([F:19])([F:20])[C:3]1[CH:4]=[C:5]([C:9]2[CH2:18][CH2:17][C:12](=[O:13])[CH2:11][CH:10]=2)[CH:6]=[CH:7][CH:8]=1. Given the reactants [F:1][C:2]([F:20])([F:19])[C:3]1[CH:4]=[C:5]([C:9]2[CH2:18][CH2:17][C:12]3(OCC[O:13]3)[CH2:11][CH:10]=2)[CH:6]=[CH:7][CH:8]=1.C(O)(C(F)(F)F)=O.CCOC(C)=O, predict the reaction product.